Task: Predict the reaction yield, written as a fraction of the theoretical maximum amount of product (1.0 means a 100% yield; for example, 0.34 means a 34% yield).. Dataset: Reaction yield outcomes from USPTO patents with 853,638 reactions (1) The reactants are [CH3:1][C:2]1[N:7]=[C:6]([N+:8]([O-])=O)[C:5]([OH:11])=[CH:4][CH:3]=1.C(O)(=O)C. The catalyst is C(O)C.[Pd]. The product is [NH2:8][C:6]1[C:5]([OH:11])=[CH:4][CH:3]=[C:2]([CH3:1])[N:7]=1. The yield is 0.930. (2) The reactants are [OH:1][C@@H:2]([C:8]([N:10]1[CH2:15][CH2:14][N:13]([C:16]2[C:25]3[C:20](=[CH:21][C:22]([CH3:26])=[CH:23][CH:24]=3)[N:19]=[C:18]([C:27]3[CH:32]=[CH:31][CH:30]=[CH:29][C:28]=3[OH:33])[N:17]=2)[CH2:12][CH2:11]1)=[O:9])[CH2:3][C:4]([O:6]C)=[O:5].O[Li].O. The catalyst is C1COCC1.O. The product is [OH:1][C@@H:2]([C:8]([N:10]1[CH2:11][CH2:12][N:13]([C:16]2[C:25]3[C:20](=[CH:21][C:22]([CH3:26])=[CH:23][CH:24]=3)[N:19]=[C:18]([C:27]3[CH:32]=[CH:31][CH:30]=[CH:29][C:28]=3[OH:33])[N:17]=2)[CH2:14][CH2:15]1)=[O:9])[CH2:3][C:4]([OH:6])=[O:5]. The yield is 0.880.